From a dataset of Full USPTO retrosynthesis dataset with 1.9M reactions from patents (1976-2016). Predict the reactants needed to synthesize the given product. (1) Given the product [O:12]1[CH2:14][CH2:15][O:16][CH:11]1[C:8]1[CH:9]=[C:10]2[C:5](=[CH:6][CH:7]=1)[C:4](=[O:13])[O:3][CH:2]2[CH3:1], predict the reactants needed to synthesize it. The reactants are: [CH3:1][CH:2]1[C:10]2[C:5](=[CH:6][CH:7]=[C:8]([CH:11]=[O:12])[CH:9]=2)[C:4](=[O:13])[O:3]1.[CH2:14](O)[CH2:15][OH:16].C1(C)C=CC(S(O)(=O)=O)=CC=1. (2) The reactants are: Cl[C:2]1[C:11]2[C:6](=[CH:7][C:8]([S:12]([N:15]([CH2:21][C:22]3[CH:27]=[CH:26][C:25]([O:28][CH3:29])=[CH:24][C:23]=3[O:30][CH3:31])[C:16]3[S:17][CH:18]=[CH:19][N:20]=3)(=[O:14])=[O:13])=[CH:9][CH:10]=2)[CH:5]=[CH:4][N:3]=1.[F:32][C:33]1[CH:38]=[C:37]([C:39]([F:42])([F:41])[F:40])[CH:36]=[CH:35][C:34]=1B(O)O.C(=O)([O-])[O-].[K+].[K+].O1CCOCC1. Given the product [CH3:31][O:30][C:23]1[CH:24]=[C:25]([O:28][CH3:29])[CH:26]=[CH:27][C:22]=1[CH2:21][N:15]([C:16]1[S:17][CH:18]=[CH:19][N:20]=1)[S:12]([C:8]1[CH:7]=[C:6]2[C:11](=[CH:10][CH:9]=1)[C:2]([C:34]1[CH:35]=[CH:36][C:37]([C:39]([F:42])([F:41])[F:40])=[CH:38][C:33]=1[F:32])=[N:3][CH:4]=[CH:5]2)(=[O:14])=[O:13], predict the reactants needed to synthesize it.